This data is from Forward reaction prediction with 1.9M reactions from USPTO patents (1976-2016). The task is: Predict the product of the given reaction. (1) Given the reactants Br[C:2]1([CH:20](Br)[C:21]2[CH:26]=[CH:25][CH:24]=[C:23]([O:27][C:28]3[CH:33]=[CH:32][C:31]([C:34]([F:37])([F:36])[F:35])=[CH:30][N:29]=3)[CH:22]=2)[CH2:7][CH2:6][CH:5]([NH:8][C:9]([C:11]2[C:12]([C:16]([F:19])([F:18])[F:17])=[N:13][NH:14][CH:15]=2)=[O:10])[CH2:4][CH2:3]1.[CH3:39]B(O)O.C(=O)([O-])[O-].[K+].[K+], predict the reaction product. The product is: [F:17][C:16]([F:19])([F:18])[C:12]1[C:11]([C:9]([NH:8][CH:5]2[CH2:6][CH2:7][C:2](=[C:20]([C:21]3[CH:26]=[CH:25][CH:24]=[C:23]([O:27][C:28]4[CH:33]=[CH:32][C:31]([C:34]([F:37])([F:36])[F:35])=[CH:30][N:29]=4)[CH:22]=3)[CH3:39])[CH2:3][CH2:4]2)=[O:10])=[CH:15][NH:14][N:13]=1. (2) Given the reactants [Cl:1][C:2]1[CH:3]=[CH:4][C:5]([C:25]#[N:26])=[C:6]([C:8]2[C:13]([O:14][CH3:15])=[CH:12][N:11]([CH2:16][C:17]([O:19][C:20]([CH3:23])([CH3:22])[CH3:21])=[O:18])[C:10](=[O:24])[CH:9]=2)[CH:7]=1.FC(F)(F)S(O[CH2:33][CH:34]([F:36])[CH3:35])(=O)=O, predict the reaction product. The product is: [Cl:1][C:2]1[CH:3]=[CH:4][C:5]([C:25]#[N:26])=[C:6]([C:8]2[C:13]([O:14][CH3:15])=[CH:12][N:11]([CH:16]([CH2:33][CH:34]([F:36])[CH3:35])[C:17]([O:19][C:20]([CH3:21])([CH3:22])[CH3:23])=[O:18])[C:10](=[O:24])[CH:9]=2)[CH:7]=1. (3) Given the reactants Cl.Cl.Cl.[O:4]1[C:12]2[CH:11]=[CH:10][N:9]=[C:8]([N:13]3[CH2:18][CH2:17][N:16]([CH2:19][CH2:20][C@H:21]4[CH2:26][CH2:25][C@H:24]([NH2:27])[CH2:23][CH2:22]4)[CH2:15][CH2:14]3)[C:7]=2[CH2:6][CH2:5]1.C(N(CC)C(C)C)(C)C.[C:37](O)(=[O:39])[CH3:38].CN(C(ON1N=NC2C=CC=CC1=2)=[N+](C)C)C.[B-](F)(F)(F)F.[OH-].[Na+], predict the reaction product. The product is: [O:4]1[C:12]2[CH:11]=[CH:10][N:9]=[C:8]([N:13]3[CH2:18][CH2:17][N:16]([CH2:19][CH2:20][C@H:21]4[CH2:26][CH2:25][C@H:24]([NH:27][C:37](=[O:39])[CH3:38])[CH2:23][CH2:22]4)[CH2:15][CH2:14]3)[C:7]=2[CH2:6][CH2:5]1. (4) Given the reactants [C:1]1(P(C2C=CC=CC=2)C2C=CC=CC=2)C=CC=C[CH:2]=1.N([C:28]([O:30][CH:31]([CH3:33])C)=[O:29])=N[C:28]([O:30][CH:31](C)[CH3:33])=[O:29].[C:34]([OH:37])(=[S:36])[CH3:35].[O:38]1[CH2:42][CH2:41][CH2:40][CH2:39]1, predict the reaction product. The product is: [C:34]([S:36][CH2:39][C:40]1([C:28]([O:30][CH2:31][CH3:33])=[O:29])[CH2:2][CH2:1][O:38][CH2:42][CH2:41]1)(=[O:37])[CH3:35]. (5) The product is: [CH:1]1([C:4]2[N:9]=[C:8]([C:10](=[NH:11])[O:12][CH2:13][CH3:14])[CH:7]=[CH:6][N:5]=2)[CH2:3][CH2:2]1. Given the reactants [CH:1]1([C:4]2[N:9]=[C:8]([C:10]#[N:11])[CH:7]=[CH:6][N:5]=2)[CH2:3][CH2:2]1.[O-:12][CH2:13][CH3:14].[Na+].C(OCC)C.[Cl-].[NH4+], predict the reaction product.